Dataset: NCI-60 drug combinations with 297,098 pairs across 59 cell lines. Task: Regression. Given two drug SMILES strings and cell line genomic features, predict the synergy score measuring deviation from expected non-interaction effect. (1) Drug 1: CC1CCC2CC(C(=CC=CC=CC(CC(C(=O)C(C(C(=CC(C(=O)CC(OC(=O)C3CCCCN3C(=O)C(=O)C1(O2)O)C(C)CC4CCC(C(C4)OC)OCCO)C)C)O)OC)C)C)C)OC. Drug 2: CC1=C(N=C(N=C1N)C(CC(=O)N)NCC(C(=O)N)N)C(=O)NC(C(C2=CN=CN2)OC3C(C(C(C(O3)CO)O)O)OC4C(C(C(C(O4)CO)O)OC(=O)N)O)C(=O)NC(C)C(C(C)C(=O)NC(C(C)O)C(=O)NCCC5=NC(=CS5)C6=NC(=CS6)C(=O)NCCC[S+](C)C)O. Cell line: OVCAR-4. Synergy scores: CSS=12.7, Synergy_ZIP=-7.69, Synergy_Bliss=0.858, Synergy_Loewe=0.562, Synergy_HSA=0.760. (2) Drug 1: CN1CCC(CC1)COC2=C(C=C3C(=C2)N=CN=C3NC4=C(C=C(C=C4)Br)F)OC. Drug 2: CC1=C(C(CCC1)(C)C)C=CC(=CC=CC(=CC(=O)O)C)C. Cell line: SNB-75. Synergy scores: CSS=13.4, Synergy_ZIP=-4.97, Synergy_Bliss=1.24, Synergy_Loewe=2.05, Synergy_HSA=2.44. (3) Drug 1: C1C(C(OC1N2C=NC3=C(N=C(N=C32)Cl)N)CO)O. Drug 2: C1=NC(=NC(=O)N1C2C(C(C(O2)CO)O)O)N. Cell line: SK-MEL-5. Synergy scores: CSS=40.8, Synergy_ZIP=-2.32, Synergy_Bliss=2.90, Synergy_Loewe=-12.6, Synergy_HSA=0.503. (4) Drug 1: CC(C1=C(C=CC(=C1Cl)F)Cl)OC2=C(N=CC(=C2)C3=CN(N=C3)C4CCNCC4)N. Drug 2: CC1=C(C(CCC1)(C)C)C=CC(=CC=CC(=CC(=O)O)C)C. Cell line: CCRF-CEM. Synergy scores: CSS=57.9, Synergy_ZIP=2.58, Synergy_Bliss=6.62, Synergy_Loewe=5.86, Synergy_HSA=5.91. (5) Drug 1: CS(=O)(=O)C1=CC(=C(C=C1)C(=O)NC2=CC(=C(C=C2)Cl)C3=CC=CC=N3)Cl. Drug 2: C1C(C(OC1N2C=NC3=C2NC=NCC3O)CO)O. Cell line: HCT116. Synergy scores: CSS=2.28, Synergy_ZIP=-1.76, Synergy_Bliss=-0.657, Synergy_Loewe=-1.58, Synergy_HSA=-1.56. (6) Drug 1: CCCS(=O)(=O)NC1=C(C(=C(C=C1)F)C(=O)C2=CNC3=C2C=C(C=N3)C4=CC=C(C=C4)Cl)F. Drug 2: CC=C1C(=O)NC(C(=O)OC2CC(=O)NC(C(=O)NC(CSSCCC=C2)C(=O)N1)C(C)C)C(C)C. Cell line: 786-0. Synergy scores: CSS=21.6, Synergy_ZIP=-6.38, Synergy_Bliss=-4.00, Synergy_Loewe=-8.39, Synergy_HSA=-3.13. (7) Drug 1: CCC1(CC2CC(C3=C(CCN(C2)C1)C4=CC=CC=C4N3)(C5=C(C=C6C(=C5)C78CCN9C7C(C=CC9)(C(C(C8N6C=O)(C(=O)OC)O)OC(=O)C)CC)OC)C(=O)OC)O.OS(=O)(=O)O. Drug 2: CN1C2=C(C=C(C=C2)N(CCCl)CCCl)N=C1CCCC(=O)O.Cl. Cell line: SF-295. Synergy scores: CSS=1.40, Synergy_ZIP=2.49, Synergy_Bliss=6.73, Synergy_Loewe=-1.34, Synergy_HSA=-1.37. (8) Drug 1: CC(CN1CC(=O)NC(=O)C1)N2CC(=O)NC(=O)C2. Drug 2: CCC(=C(C1=CC=CC=C1)C2=CC=C(C=C2)OCCN(C)C)C3=CC=CC=C3.C(C(=O)O)C(CC(=O)O)(C(=O)O)O. Cell line: CAKI-1. Synergy scores: CSS=32.7, Synergy_ZIP=-10.7, Synergy_Bliss=-5.08, Synergy_Loewe=-3.45, Synergy_HSA=-0.596. (9) Drug 1: CC1C(C(=O)NC(C(=O)N2CCCC2C(=O)N(CC(=O)N(C(C(=O)O1)C(C)C)C)C)C(C)C)NC(=O)C3=C4C(=C(C=C3)C)OC5=C(C(=O)C(=C(C5=N4)C(=O)NC6C(OC(=O)C(N(C(=O)CN(C(=O)C7CCCN7C(=O)C(NC6=O)C(C)C)C)C)C(C)C)C)N)C. Drug 2: C1CC(C1)(C(=O)O)C(=O)O.[NH2-].[NH2-].[Pt+2]. Cell line: CAKI-1. Synergy scores: CSS=16.6, Synergy_ZIP=-5.85, Synergy_Bliss=0.932, Synergy_Loewe=-8.45, Synergy_HSA=1.49. (10) Drug 1: CC1OCC2C(O1)C(C(C(O2)OC3C4COC(=O)C4C(C5=CC6=C(C=C35)OCO6)C7=CC(=C(C(=C7)OC)O)OC)O)O. Drug 2: C1C(C(OC1N2C=NC3=C2NC=NCC3O)CO)O. Cell line: SF-295. Synergy scores: CSS=43.6, Synergy_ZIP=-1.33, Synergy_Bliss=-0.959, Synergy_Loewe=-30.3, Synergy_HSA=0.681.